Dataset: Full USPTO retrosynthesis dataset with 1.9M reactions from patents (1976-2016). Task: Predict the reactants needed to synthesize the given product. (1) Given the product [Br:20][C:9]1[C:10]2[C:5](=[CH:4][C:3]([O:2][CH3:1])=[C:12]([O:13][CH3:14])[CH:11]=2)[C:6]([C:16]#[N:17])=[CH:7][N:8]=1, predict the reactants needed to synthesize it. The reactants are: [CH3:1][O:2][C:3]1[CH:4]=[C:5]2[C:10](=[CH:11][C:12]=1[O:13][CH3:14])[C:9](=O)[NH:8][CH:7]=[C:6]2[C:16]#[N:17].P(Br)(Br)([Br:20])=O.C1(OC)C=CC=CC=1. (2) Given the product [C:28]([C:32]1[CH:33]=[CH:34][C:35]([C:36]([NH:27][C@H:24]2[CH2:25][CH2:26][C@H:21]([CH2:20][CH2:19][N:16]3[CH2:17][CH2:18][N:13]([C:8]4[C:7]5[CH2:6][CH2:5][O:4][C:12]=5[CH:11]=[CH:10][N:9]=4)[CH2:14][CH2:15]3)[CH2:22][CH2:23]2)=[O:37])=[CH:39][CH:40]=1)([CH3:31])([CH3:29])[CH3:30], predict the reactants needed to synthesize it. The reactants are: Cl.Cl.Cl.[O:4]1[C:12]2[CH:11]=[CH:10][N:9]=[C:8]([N:13]3[CH2:18][CH2:17][N:16]([CH2:19][CH2:20][C@H:21]4[CH2:26][CH2:25][C@H:24]([NH2:27])[CH2:23][CH2:22]4)[CH2:15][CH2:14]3)[C:7]=2[CH2:6][CH2:5]1.[C:28]([C:32]1[CH:40]=[CH:39][C:35]([C:36](O)=[O:37])=[CH:34][CH:33]=1)([CH3:31])([CH3:30])[CH3:29]. (3) Given the product [F:6][C:7]1[CH:12]=[CH:11][CH:10]=[C:9]([Si:20]([CH2:4][CH3:5])([CH2:17][CH3:18])[CH2:22][CH3:24])[C:8]=1[F:13], predict the reactants needed to synthesize it. The reactants are: [Li]CC[CH2:4][CH3:5].[F:6][C:7]1[CH:12]=[CH:11][CH:10]=[CH:9][C:8]=1[F:13].O1[CH2:18][CH2:17]CC1.C[Si:20](Cl)([CH3:22])C.[C:24](OC)(C)(C)C. (4) Given the product [CH2:1]([S:8][C:9]([C:33]#[N:34])([CH3:36])[CH2:10][NH:11][C:12]([C:14]1[NH:15][C:16]2[C:21]([CH:22]=1)=[CH:20][CH:19]=[CH:18][C:17]=2[N:23]([CH3:32])[S:24]([C:27]1[S:28][CH:29]=[CH:30][CH:31]=1)(=[O:26])=[O:25])=[O:13])[C:2]1[CH:3]=[CH:4][CH:5]=[CH:6][CH:7]=1, predict the reactants needed to synthesize it. The reactants are: [CH2:1]([S:8][C:9]([CH3:36])([CH:33]=[N:34]O)[CH2:10][NH:11][C:12]([C:14]1[NH:15][C:16]2[C:21]([CH:22]=1)=[CH:20][CH:19]=[CH:18][C:17]=2[N:23]([CH3:32])[S:24]([C:27]1[S:28][CH:29]=[CH:30][CH:31]=1)(=[O:26])=[O:25])=[O:13])[C:2]1[CH:7]=[CH:6][CH:5]=[CH:4][CH:3]=1.FC(F)(F)S(OS(C(F)(F)F)(=O)=O)(=O)=O. (5) Given the product [O:23]=[C:20]1[CH2:21][CH2:22][CH:17]([CH2:16][C:15]2[CH:24]=[CH:25][C:12]([O:11][CH2:10][CH2:9][CH2:8][N:26]3[CH2:31][CH2:30][CH2:29][CH2:28][CH2:27]3)=[CH:13][CH:14]=2)[CH2:18][CH2:19]1, predict the reactants needed to synthesize it. The reactants are: C(=O)([O-])[O-].[K+].[K+].Cl[CH2:8][CH2:9][CH2:10][O:11][C:12]1[CH:25]=[CH:24][C:15]([CH2:16][CH:17]2[CH2:22][CH2:21][C:20](=[O:23])[CH2:19][CH2:18]2)=[CH:14][CH:13]=1.[NH:26]1[CH2:31][CH2:30][CH2:29][CH2:28][CH2:27]1.